Dataset: Forward reaction prediction with 1.9M reactions from USPTO patents (1976-2016). Task: Predict the product of the given reaction. (1) The product is: [CH3:33][N:23]([CH3:24])[CH:20]1[CH2:19][CH2:18][CH:17]([O:16][C:7]2[N:8]=[CH:9][N:10]=[C:11]3[C:6]=2[C:5]2[C@H:4]([CH2:3][CH2:2][OH:1])[CH2:15][CH2:14][C:13]=2[S:12]3)[CH2:22][CH2:21]1. Given the reactants [OH:1][CH2:2][CH2:3][C@@H:4]1[CH2:15][CH2:14][C:13]2[S:12][C:11]3[C:6](=[C:7]([O:16][CH:17]4[CH2:22][CH2:21][CH:20]([NH:23][C:24](=O)OC(C)(C)C)[CH2:19][CH2:18]4)[N:8]=[CH:9][N:10]=3)[C:5]1=2.C=O.[CH:33](O)=O, predict the reaction product. (2) Given the reactants [NH2:1][C:2]1[CH:7]=[CH:6][C:5]([Cl:8])=[CH:4][C:3]=1[C:9]([C:11]1[C:12]([CH3:17])=[N:13][CH:14]=[CH:15][CH:16]=1)=[O:10].[CH3:18][S:19]([C:22]1[CH:27]=[CH:26][C:25]([S:28](Cl)(=[O:30])=[O:29])=[CH:24][CH:23]=1)(=[O:21])=[O:20], predict the reaction product. The product is: [Cl:8][C:5]1[CH:6]=[CH:7][C:2]([NH:1][S:28]([C:25]2[CH:24]=[CH:23][C:22]([S:19]([CH3:18])(=[O:21])=[O:20])=[CH:27][CH:26]=2)(=[O:30])=[O:29])=[C:3]([C:9]([C:11]2[C:12]([CH3:17])=[N:13][CH:14]=[CH:15][CH:16]=2)=[O:10])[CH:4]=1. (3) Given the reactants Br[C:2]1[CH:11]=[CH:10][CH:9]=[C:8]([O:12][CH3:13])[C:3]=1[C:4]([O:6][CH3:7])=[O:5].[B-](F)(F)(F)[CH:15]=[CH2:16].[K+].C([O-])([O-])=O.[Na+].[Na+], predict the reaction product. The product is: [CH3:13][O:12][C:8]1[CH:9]=[CH:10][CH:11]=[C:2]([CH:15]=[CH2:16])[C:3]=1[C:4]([O:6][CH3:7])=[O:5]. (4) Given the reactants [CH3:1][O:2][C:3]1[CH:4]=[C:5]2[C:10](=[CH:11][C:12]=1[O:13][CH3:14])[N:9]=[CH:8][N:7]=[C:6]2[O:15][C:16]1[CH:22]=[CH:21][C:19]([NH2:20])=[CH:18][CH:17]=1.C(N(CC)CC)C.Cl[C:31](Cl)([O:33]C(=O)OC(Cl)(Cl)Cl)Cl.[NH2:42][C:43]1[O:47][N:46]=[C:45]([CH3:48])[CH:44]=1, predict the reaction product. The product is: [CH3:1][O:2][C:3]1[CH:4]=[C:5]2[C:10](=[CH:11][C:12]=1[O:13][CH3:14])[N:9]=[CH:8][N:7]=[C:6]2[O:15][C:16]1[CH:22]=[CH:21][C:19]([NH:20][C:31]([NH:42][C:43]2[O:47][N:46]=[C:45]([CH3:48])[CH:44]=2)=[O:33])=[CH:18][CH:17]=1. (5) Given the reactants [NH2:1][C:2]1[CH:7]=[CH:6][N:5]([C@H:8]2[C@@:12]([OH:14])([CH3:13])[C@H:11]([F:15])[C@@H:10]([CH2:16][OH:17])[O:9]2)[C:4](=[O:18])[N:3]=1.C([Mg]Cl)(C)(C)C.[C:25]1([O:35][P:36]([NH:48][C@@H:49]([CH3:58])[C:50]([O:52][CH2:53][C:54]([CH3:57])([CH3:56])[CH3:55])=[O:51])(OC2C=CC([N+]([O-])=O)=CC=2)=[O:37])[C:34]2[C:29](=[CH:30][CH:31]=[CH:32][CH:33]=2)[CH:28]=[CH:27][CH:26]=1, predict the reaction product. The product is: [NH2:1][C:2]1[CH:7]=[CH:6][N:5]([C@@H:8]2[O:9][C@H:10]([CH2:16][O:17][C:26]3[CH:27]=[CH:28][C:29]4[C:34](=[CH:33][CH:32]=[CH:31][CH:30]=4)[C:25]=3[O:35][P:36](=[N:48][C@@H:49]([CH3:58])[C:50]([O:52][CH2:53][C:54]([CH3:57])([CH3:56])[CH3:55])=[O:51])=[O:37])[C@@H:11]([F:15])[C@:12]2([OH:14])[CH3:13])[C:4](=[O:18])[N:3]=1.